This data is from Forward reaction prediction with 1.9M reactions from USPTO patents (1976-2016). The task is: Predict the product of the given reaction. (1) Given the reactants [CH3:1][O:2][C:3]1[C:4](=[O:23])[C:5]([CH3:22])=[C:6]([CH2:12][C:13]2[CH:21]=[CH:20][C:16]([C:17](O)=[O:18])=[CH:15][CH:14]=2)[C:7](=[O:11])[C:8]=1[O:9][CH3:10].[NH:24]1[CH2:29][CH2:28][S:27][CH2:26][CH2:25]1, predict the reaction product. The product is: [CH3:1][O:2][C:3]1[C:4](=[O:23])[C:5]([CH3:22])=[C:6]([CH2:12][C:13]2[CH:14]=[CH:15][C:16]([C:17]([N:24]3[CH2:29][CH2:28][S:27][CH2:26][CH2:25]3)=[O:18])=[CH:20][CH:21]=2)[C:7](=[O:11])[C:8]=1[O:9][CH3:10]. (2) Given the reactants [O:1]=[C:2]1[N:7]([C:8]2[CH:13]=[CH:12][CH:11]=[CH:10][CH:9]=2)[C:6]2[S:14][C:15]([C:23](O)=[O:24])=[C:16]([C:17]3[CH:22]=[CH:21][CH:20]=[CH:19][CH:18]=3)[C:5]=2[CH:4]=[CH:3]1.[CH2:26]([NH2:29])[CH:27]=[CH2:28].C(N(CC)CC)C.C(Cl)CCl.Cl, predict the reaction product. The product is: [CH2:26]([NH:29][C:23]([C:15]1[S:14][C:6]2[N:7]([C:8]3[CH:9]=[CH:10][CH:11]=[CH:12][CH:13]=3)[C:2](=[O:1])[CH:3]=[CH:4][C:5]=2[C:16]=1[C:17]1[CH:18]=[CH:19][CH:20]=[CH:21][CH:22]=1)=[O:24])[CH:27]=[CH2:28]. (3) Given the reactants [CH2:1]=[C:2]1[CH2:6][C@@H:5]([C:7]([O:9]C)=[O:8])[C@H:4]([C:11]2[CH:16]=[CH:15][CH:14]=[CH:13][CH:12]=2)[CH2:3]1.[OH-].[Na+], predict the reaction product. The product is: [CH2:1]=[C:2]1[CH2:6][C@@H:5]([C:7]([OH:9])=[O:8])[C@H:4]([C:11]2[CH:12]=[CH:13][CH:14]=[CH:15][CH:16]=2)[CH2:3]1. (4) Given the reactants N(C(OC(C)C)=O)=NC(OC(C)C)=O.[CH3:15][N:16]1[C:24]2[N:23]=[C:22]([Br:25])[N:21]([CH2:26][C:27]#[C:28][CH3:29])[C:20]=2[C:19](=[O:30])[NH:18][C:17]1=[O:31].[CH:32]1[C:33]([CH2:41]O)=[CH:34][N:35]2[C:40]=1[CH:39]=[CH:38][CH:37]=[CH:36]2.C1(P(C2C=CC=CC=2)C2C=CC=CC=2)C=CC=CC=1, predict the reaction product. The product is: [CH:32]1[C:33]([CH2:41][N:18]2[C:19](=[O:30])[C:20]3[N:21]([CH2:26][C:27]#[C:28][CH3:29])[C:22]([Br:25])=[N:23][C:24]=3[N:16]([CH3:15])[C:17]2=[O:31])=[CH:34][N:35]2[C:40]=1[CH:39]=[CH:38][CH:37]=[CH:36]2. (5) Given the reactants [Cl:1][C:2]1[CH:26]=[CH:25][C:5]([C:6]([NH:8][CH:9]([CH2:13][C:14]2[C:23]3[C:18](=[CH:19][CH:20]=[CH:21][CH:22]=3)[NH:17][C:16](=[O:24])[CH:15]=2)[C:10]([OH:12])=[S:11])=[O:7])=[CH:4][CH:3]=1.Br[CH2:28][CH2:29][CH:30]1[O:35][CH2:34][CH2:33][CH2:32][O:31]1, predict the reaction product. The product is: [Cl:1][C:2]1[CH:3]=[CH:4][C:5]([C:6]([NH:8][CH:9]([CH2:13][C:14]2[C:23]3[C:18](=[CH:19][CH:20]=[CH:21][CH:22]=3)[NH:17][C:16](=[O:24])[CH:15]=2)[C:10]([S:11][CH2:28][CH2:29][CH:30]2[O:35][CH2:34][CH2:33][CH2:32][O:31]2)=[O:12])=[O:7])=[CH:25][CH:26]=1. (6) Given the reactants [O:1]1[CH2:3][CH:2]1[CH2:4][N:5]1[C:13]2[CH2:12][CH2:11][N:10]([C:14](=[O:16])[CH3:15])[CH2:9][C:8]=2[C:7]([C:17]2[CH:22]=[CH:21][C:20]([C:23]([F:26])([F:25])[F:24])=[CH:19][CH:18]=2)=[N:6]1.[O-]S(C(F)(F)F)(=O)=O.[Yb+3].[O-]S(C(F)(F)F)(=O)=O.[O-]S(C(F)(F)F)(=O)=O.[C:52]([C:54]1[CH:59]=[CH:58][CH:57]=[CH:56][C:55]=1[N:60]1[CH2:65][CH2:64][NH:63][CH2:62][CH2:61]1)#[N:53].CO.C(Cl)Cl, predict the reaction product. The product is: [C:14]([N:10]1[CH2:11][CH2:12][C:13]2[N:5]([CH2:4][CH:2]([OH:1])[CH2:3][N:63]3[CH2:62][CH2:61][N:60]([C:55]4[CH:56]=[CH:57][CH:58]=[CH:59][C:54]=4[C:52]#[N:53])[CH2:65][CH2:64]3)[N:6]=[C:7]([C:17]3[CH:18]=[CH:19][C:20]([C:23]([F:26])([F:25])[F:24])=[CH:21][CH:22]=3)[C:8]=2[CH2:9]1)(=[O:16])[CH3:15].